From a dataset of Forward reaction prediction with 1.9M reactions from USPTO patents (1976-2016). Predict the product of the given reaction. (1) Given the reactants [CH2:1]([C@@H:5]1[NH:10][CH2:9][C@H:8]([CH:11]=[CH:12][CH3:13])[NH:7][C:6]1=[O:14])[CH:2]([CH3:4])[CH3:3].[F:15][C:16]1[CH:21]=[CH:20][C:19]([C:22]2[O:26][N:25]=[C:24]([C:27](O)=[O:28])[N:23]=2)=[CH:18][CH:17]=1.C([C@@H]1N(C(=O)/C=C/C2C=CC=CC=2)C[C@H](CC(C)C)NC1=O)C(C)C, predict the reaction product. The product is: [F:15][C:16]1[CH:17]=[CH:18][C:19]([C:22]2[O:26][N:25]=[C:24]([C:27]([N:10]3[CH2:9][C@H:8](/[CH:11]=[CH:12]/[CH3:13])[NH:7][C:6](=[O:14])[C@@H:5]3[CH2:1][CH:2]([CH3:4])[CH3:3])=[O:28])[N:23]=2)=[CH:20][CH:21]=1. (2) Given the reactants BrC1C=C(N[C@@H]2CCCN(C(OC(C)(C)C)=O)C2)C([O:8]C)=NC=1.Cl[CH2:25][C:26]([N:28]1[CH2:33][CH2:32][CH2:31][C@@H:30]([NH:34][C:35]2[C:40](=[O:41])[NH:39][CH:38]=[C:37]([C:42]3[CH:47]=[CH:46][N:45]=[CH:44][CH:43]=3)[CH:36]=2)[CH2:29]1)=O, predict the reaction product. The product is: [C:33]([N:28]1[CH2:26][CH2:25][C@@H:30]([NH:34][C:35]2[C:40](=[O:41])[NH:39][CH:38]=[C:37]([C:42]3[CH:47]=[CH:46][N:45]=[CH:44][CH:43]=3)[CH:36]=2)[CH2:29]1)(=[O:8])[CH:32]=[CH2:31].